Regression. Given a peptide amino acid sequence and an MHC pseudo amino acid sequence, predict their binding affinity value. This is MHC class I binding data. From a dataset of Peptide-MHC class I binding affinity with 185,985 pairs from IEDB/IMGT. (1) The peptide sequence is FLPSDYFPSV. The MHC is HLA-A68:01 with pseudo-sequence HLA-A68:01. The binding affinity (normalized) is 0. (2) The peptide sequence is LFNILGGWVA. The MHC is Patr-A0901 with pseudo-sequence Patr-A0901. The binding affinity (normalized) is 0.198. (3) The peptide sequence is SDYLKLDTI. The MHC is Mamu-B01 with pseudo-sequence Mamu-B01. The binding affinity (normalized) is 0.551. (4) The peptide sequence is FLPSKYFPSV. The MHC is HLA-A02:07 with pseudo-sequence YFAMYGEKVAHTHVDTLYVRCHYYTWAVLAYTWY. The binding affinity (normalized) is 0.695. (5) The peptide sequence is FTKDPVALV. The MHC is H-2-Kb with pseudo-sequence H-2-Kb. The binding affinity (normalized) is 0.181. (6) The peptide sequence is LNNSFYYMK. The MHC is HLA-A11:01 with pseudo-sequence HLA-A11:01. The binding affinity (normalized) is 0.406.